From a dataset of Catalyst prediction with 721,799 reactions and 888 catalyst types from USPTO. Predict which catalyst facilitates the given reaction. (1) Reactant: Br[C:2]1[CH:14]=[CH:13][C:5]([O:6][CH:7]2[CH2:12][CH2:11][O:10][CH2:9][CH2:8]2)=[CH:4][CH:3]=1.[B:15]1([B:15]2[O:19][C:18]([CH3:21])([CH3:20])[C:17]([CH3:23])([CH3:22])[O:16]2)[O:19][C:18]([CH3:21])([CH3:20])[C:17]([CH3:23])([CH3:22])[O:16]1.CC([O-])=O.[K+].CCOC(C)=O. Product: [CH3:22][C:17]1([CH3:23])[C:18]([CH3:21])([CH3:20])[O:19][B:15]([C:2]2[CH:14]=[CH:13][C:5]([O:6][CH:7]3[CH2:12][CH2:11][O:10][CH2:9][CH2:8]3)=[CH:4][CH:3]=2)[O:16]1. The catalyst class is: 18. (2) Reactant: C[N:2](C(ON1N=NC2C=CC=NC1=2)=[N+](C)C)C.F[P-](F)(F)(F)(F)F.[B:25]([C:28]1[CH:33]=[CH:32][C:31]([N:34]([C:39]2[C:57]([CH:58]3[CH2:60][CH2:59]3)=[CH:56][C:42]3[C:43]([C:53]([OH:55])=O)=[C:44]([C:46]4[CH:51]=[CH:50][C:49]([Cl:52])=[CH:48][CH:47]=4)[O:45][C:41]=3[CH:40]=2)[S:35]([CH3:38])(=[O:37])=[O:36])=[CH:30][C:29]=1[Cl:61])([OH:27])[OH:26].CCN(C(C)C)C(C)C.N.CO. Product: [C:53]([C:43]1[C:42]2[CH:56]=[C:57]([CH:58]3[CH2:60][CH2:59]3)[C:39]([N:34]([C:31]3[CH:32]=[CH:33][C:28]([B:25]([OH:27])[OH:26])=[C:29]([Cl:61])[CH:30]=3)[S:35]([CH3:38])(=[O:36])=[O:37])=[CH:40][C:41]=2[O:45][C:44]=1[C:46]1[CH:47]=[CH:48][C:49]([Cl:52])=[CH:50][CH:51]=1)(=[O:55])[NH2:2]. The catalyst class is: 173. (3) Product: [CH2:1]([O:3][C:4](=[O:38])[CH:5]([C:10]1[CH:11]=[C:12]([C:28]2[CH:33]=[CH:32][C:31]([C:34]([F:35])([F:37])[F:36])=[CH:30][CH:29]=2)[CH:13]=[C:14]([N:16]([CH2:17][C:18]2[CH:23]=[CH:22][C:21]([C:24]([CH3:25])([CH3:26])[CH3:27])=[CH:20][CH:19]=2)[CH2:39][CH2:40][CH:41]([CH3:43])[CH3:42])[CH:15]=1)[CH2:6][CH:7]([CH3:8])[CH3:9])[CH3:2]. The catalyst class is: 2. Reactant: [CH2:1]([O:3][C:4](=[O:38])[CH:5]([C:10]1[CH:11]=[C:12]([C:28]2[CH:33]=[CH:32][C:31]([C:34]([F:37])([F:36])[F:35])=[CH:30][CH:29]=2)[CH:13]=[C:14]([NH:16][CH2:17][C:18]2[CH:23]=[CH:22][C:21]([C:24]([CH3:27])([CH3:26])[CH3:25])=[CH:20][CH:19]=2)[CH:15]=1)[CH2:6][CH:7]([CH3:9])[CH3:8])[CH3:2].[CH:39](=O)[CH2:40][CH:41]([CH3:43])[CH3:42].CC(O)=O. (4) Reactant: [N:1]1[CH:6]=[CH:5][CH:4]=[CH:3][C:2]=1[C:7]([O-:9])=O.[NH2:10][C:11]1[CH:18]=[CH:17][C:14]([CH2:15][NH2:16])=[CH:13][CH:12]=1.CN(C(ON1N=NC2C=CC=NC1=2)=[N+](C)C)C.F[P-](F)(F)(F)(F)F.C(N(CC)C(C)C)(C)C. Product: [NH2:10][C:11]1[CH:18]=[CH:17][C:14]([CH2:15][NH:16][C:7]([C:2]2[CH:3]=[CH:4][CH:5]=[CH:6][N:1]=2)=[O:9])=[CH:13][CH:12]=1. The catalyst class is: 3. (5) Reactant: [C:1]([C:3]1[CH:4]=[C:5]([CH:30]=[CH:31][CH:32]=1)[C:6]([NH:8][CH:9]([C:11]1[N:16]=[N:15][C:14]([NH:17][C:18]2[CH:23]=[C:22]([O:24][CH3:25])[C:21]([O:26][CH3:27])=[C:20]([O:28][CH3:29])[CH:19]=2)=[N:13][CH:12]=1)[CH3:10])=O)#[N:2].P(Cl)(Cl)(Cl)=O. Product: [CH3:10][C:9]1[N:8]=[C:6]([C:5]2[CH:4]=[C:3]([CH:32]=[CH:31][CH:30]=2)[C:1]#[N:2])[N:16]2[C:11]=1[CH:12]=[N:13][C:14]([NH:17][C:18]1[CH:23]=[C:22]([O:24][CH3:25])[C:21]([O:26][CH3:27])=[C:20]([O:28][CH3:29])[CH:19]=1)=[N:15]2. The catalyst class is: 26. (6) Reactant: [Cl-:1].[NH3+:2][CH2:3][CH2:4][CH2:5][CH2:6][C:7]([C:9]1[CH:10]=[NH+:11][CH:12]=[CH:13][CH:14]=1)=O.[Cl-].[Cl:16][C:17]1[CH:31]=[CH:30][C:20]([O:21][C:22]2[CH:23]=[C:24]([CH:27]=[CH:28][CH:29]=2)[CH:25]=O)=[CH:19][CH:18]=1. Product: [ClH:16].[ClH:1].[Cl:16][C:17]1[CH:31]=[CH:30][C:20]([O:21][C:22]2[CH:23]=[C:24]([CH:27]=[CH:28][CH:29]=2)[CH:25]=[C:6]2[CH2:5][CH2:4][CH2:3][N:2]=[C:7]2[C:9]2[CH:10]=[N:11][CH:12]=[CH:13][CH:14]=2)=[CH:19][CH:18]=1. The catalyst class is: 32. (7) Reactant: [Cl:1][C:2]1[CH:11]=[CH:10][CH:9]=[C:8]2[C:3]=1[CH2:4][CH2:5][NH:6][C:7]2=[O:12].I[C:14]1[CH:15]=[N:16][CH:17]=[CH:18][C:19]=1[CH3:20].P([O-])([O-])([O-])=O.[K+].[K+].[K+]. Product: [Cl:1][C:2]1[CH:11]=[CH:10][CH:9]=[C:8]2[C:3]=1[CH2:4][CH2:5][N:6]([C:14]1[CH:15]=[N:16][CH:17]=[CH:18][C:19]=1[CH3:20])[C:7]2=[O:12]. The catalyst class is: 246.